Dataset: Reaction yield outcomes from USPTO patents with 853,638 reactions. Task: Predict the reaction yield, written as a fraction of the theoretical maximum amount of product (1.0 means a 100% yield; for example, 0.34 means a 34% yield). (1) The reactants are C1(O[C:8](=[O:26])[NH:9][C:10]2[N:11]([C:19]3[CH:24]=[CH:23][CH:22]=[C:21]([F:25])[CH:20]=3)[N:12]=[C:13]([C:15]([CH3:18])([CH3:17])[CH3:16])[CH:14]=2)C=CC=CC=1.[NH2:27][C:28]1[CH:43]=[CH:42][C:31]([O:32][C:33]2[CH:38]=[CH:37][N:36]=[C:35]([C:39]([NH2:41])=[O:40])[CH:34]=2)=[CH:30][CH:29]=1.C(N(CC)CC)C. The catalyst is C1COCC1.C(Cl)Cl. The product is [C:15]([C:13]1[CH:14]=[C:10]([NH:9][C:8](=[O:26])[NH:27][C:28]2[CH:43]=[CH:42][C:31]([O:32][C:33]3[CH:38]=[CH:37][N:36]=[C:35]([C:39]([NH2:41])=[O:40])[CH:34]=3)=[CH:30][CH:29]=2)[N:11]([C:19]2[CH:24]=[CH:23][CH:22]=[C:21]([F:25])[CH:20]=2)[N:12]=1)([CH3:18])([CH3:16])[CH3:17]. The yield is 0.720. (2) The catalyst is C(Cl)Cl.CO. The product is [CH:1]([O:4][C:5]([N:7]1[CH2:12][CH2:11][CH:10]([O:13][C:14]2[C:19]([O:20][CH3:21])=[C:18]([NH:22][C:23]3[C:24]([CH3:32])=[N:25][C:26]([CH2:29][CH2:30][S:65][CH3:64])=[CH:27][CH:28]=3)[N:17]=[CH:16][N:15]=2)[CH2:9][CH2:8]1)=[O:6])([CH3:3])[CH3:2]. The yield is 0.190. The reactants are [CH:1]([O:4][C:5]([N:7]1[CH2:12][CH2:11][CH:10]([O:13][C:14]2[C:19]([O:20][CH3:21])=[C:18]([NH:22][C:23]3[C:24]([CH3:32])=[N:25][C:26]([CH2:29][CH2:30]O)=[CH:27][CH:28]=3)[N:17]=[CH:16][N:15]=2)[CH2:9][CH2:8]1)=[O:6])([CH3:3])[CH3:2].C1(P(C2C=CC=CC=2)C2C=CC=CC=2)C=CC=CC=1.BrC(Br)(Br)Br.[OH-].[Na+].S(O)(O)(=O)=O.[CH3:64][S:65]C(=N)N. (3) The reactants are [C:1]([N:8]1[CH2:12][C@@H:11]([NH:13][CH:14]2[CH2:19][CH2:18][C:17]([CH3:21])([CH3:20])[CH2:16][CH2:15]2)[CH2:10][C@H:9]1[C:22]([O:24][CH3:25])=[O:23])([O:3][C:4]([CH3:7])([CH3:6])[CH3:5])=[O:2].[CH3:26][C:27](OC(C)=O)=[O:28]. The catalyst is N1C=CC=CC=1. The product is [C:1]([N:8]1[CH2:12][C@@H:11]([N:13]([C:27](=[O:28])[CH3:26])[CH:14]2[CH2:19][CH2:18][C:17]([CH3:20])([CH3:21])[CH2:16][CH2:15]2)[CH2:10][C@H:9]1[C:22]([O:24][CH3:25])=[O:23])([O:3][C:4]([CH3:7])([CH3:6])[CH3:5])=[O:2]. The yield is 0.870. (4) The reactants are [NH2:1][C:2]1[N:3]([CH3:22])[C:4](=[O:21])[C:5]([C:14]2[CH:19]=[CH:18][CH:17]=[C:16](Br)[CH:15]=2)([C:7]2[CH:12]=[CH:11][N:10]=[C:9]([Cl:13])[CH:8]=2)[N:6]=1.[CH3:23][S:24]([O:27][C:28]1[CH:33]=[C:32](B2OC(C)(C)C(C)(C)O2)[CH:31]=[C:30]([O:43][CH3:44])[CH:29]=1)(=[O:26])=[O:25].C(=O)([O-])[O-].[K+].[K+].O. The catalyst is O1CCCC1. The product is [ClH:13].[NH2:1][C:2]1[N:3]([CH3:22])[C:4](=[O:21])[C:5]([C:7]2[CH:12]=[CH:11][N:10]=[C:9]([Cl:13])[CH:8]=2)([C:14]2[CH:19]=[CH:18][CH:17]=[C:16]([C:32]3[CH:33]=[C:28]([O:27][S:24]([CH3:23])(=[O:26])=[O:25])[CH:29]=[C:30]([O:43][CH3:44])[CH:31]=3)[CH:15]=2)[N:6]=1. The yield is 0.300. (5) The reactants are [CH2:1]([O:8][C:9]([C:11]1[C:19]2[C:14](=[CH:15][CH:16]=[C:17]([CH2:20][NH:21]C(OC(C)(C)C)=O)[CH:18]=2)[NH:13][C:12]=1[CH3:29])=[O:10])[C:2]1[CH:7]=[CH:6][CH:5]=[CH:4][CH:3]=1.[ClH:30].O1CCOCC1. The catalyst is C(Cl)Cl. The product is [ClH:30].[CH2:1]([O:8][C:9]([C:11]1[C:19]2[C:14](=[CH:15][CH:16]=[C:17]([CH2:20][NH2:21])[CH:18]=2)[NH:13][C:12]=1[CH3:29])=[O:10])[C:2]1[CH:3]=[CH:4][CH:5]=[CH:6][CH:7]=1. The yield is 0.630. (6) The reactants are Cl.[OH:2][C@@H:3]1[CH2:7][CH2:6][NH:5][CH2:4]1.[CH2:8]([O:10][C:11]([N:13]=[C:14]=[S:15])=[O:12])[CH3:9]. The catalyst is O1CCCC1. The product is [CH2:8]([O:10][C:11](=[O:12])[NH:13][C:14]([N:5]1[CH2:6][CH2:7][C@@H:3]([OH:2])[CH2:4]1)=[S:15])[CH3:9]. The yield is 0.930. (7) The reactants are [S:1](=[O:5])(=O)([OH:3])[OH:2].[C:6]1([N:12]2[CH2:16][CH2:15][CH2:14][CH2:13]2)[CH:11]=[CH:10][CH:9]=[CH:8][CH:7]=1. The catalyst is C(OCC)C. The product is [N:12]1([C:6]2[CH:11]=[CH:10][C:9]([S:1]([OH:3])(=[O:5])=[O:2])=[CH:8][CH:7]=2)[CH2:16][CH2:15][CH2:14][CH2:13]1. The yield is 0.430. (8) The reactants are [F:1][C:2]1[CH:7]=[CH:6][C:5]([CH2:8][C:9]([N:11]2[CH2:15][CH:14]([O:16][C:17]([N:19]3[CH2:24][CH2:23][O:22][CH2:21][CH2:20]3)=[O:18])[CH2:13][N:12]2[C:25]([C:27]2[CH:32]=[CH:31][N:30]=[C:29]([O:33][C:34]3[CH:39]=[CH:38][CH:37]=[CH:36][CH:35]=3)[N:28]=2)=O)=[O:10])=[CH:4][CH:3]=1.[H-].[Na+]. The catalyst is CN(C)C=O.O1CCCC1. The product is [F:1][C:2]1[CH:7]=[CH:6][C:5]([C:8]2[C:9](=[O:10])[N:11]3[CH2:15][CH:14]([O:16][C:17]([N:19]4[CH2:24][CH2:23][O:22][CH2:21][CH2:20]4)=[O:18])[CH2:13][N:12]3[C:25]=2[C:27]2[CH:32]=[CH:31][N:30]=[C:29]([O:33][C:34]3[CH:35]=[CH:36][CH:37]=[CH:38][CH:39]=3)[N:28]=2)=[CH:4][CH:3]=1. The yield is 0.320. (9) The reactants are C([Si](C)(C)[O:6][CH2:7][C:8]([N:11]([C:25](=[O:34])[C:26]1[CH:31]=[C:30]([CH3:32])[CH:29]=[C:28]([CH3:33])[CH:27]=1)[NH:12][C:13](=O)[C:14]1[CH:19]=[CH:18][CH:17]=[C:16]([O:20][CH3:21])[C:15]=1[CH2:22][CH3:23])([CH3:10])[CH3:9])(C)(C)C.[F-].[CH2:38]([N+](CCCC)(CCCC)CCCC)CCC.CCOCC. The catalyst is C1COCC1. The product is [CH2:22]([C:15]1[C:16]([O:20][CH3:21])=[CH:17][CH:18]=[CH:19][C:14]=1[C:13]([NH:12][N:11]([C:8]([CH3:9])([CH3:10])[CH2:7][OH:6])[C:25](=[O:34])[C:26]1[CH:31]=[C:30]([CH3:32])[CH:29]=[C:28]([CH3:33])[CH:27]=1)=[CH2:38])[CH3:23]. The yield is 0.670. (10) The reactants are [F:1][C:2]1[CH:3]=[C:4]([CH:29]=[CH:30][CH:31]=1)[CH2:5][N:6]1[C:14]2[C:9](=[CH:10][C:11]([NH:15][C:16]3[C:21]4=[C:22]([CH3:28])[C:23]([C:25](O)=O)=[CH:24][N:20]4[N:19]=[CH:18][N:17]=3)=[CH:12][CH:13]=2)[CH:8]=[N:7]1.[C:32]([O:36][C:37]([N:39]1[CH2:44][CH2:43][O:42][CH2:41][CH:40]1[CH2:45][OH:46])=[O:38])([CH3:35])([CH3:34])[CH3:33].[CH2:47]([N:49](CC)CC)C.C1(P(N=[N+]=[N-])(C2C=CC=CC=2)=O)C=CC=CC=1.[OH2:71]. The catalyst is C1COCC1.C1(C)C=CC=CC=1. The product is [CH2:23]([C:22]1[C:28]([NH:49][C:47]([O:46][CH2:45][C@@H:40]2[CH2:41][O:42][CH2:43][CH2:44][N:39]2[C:37]([O:36][C:32]([CH3:35])([CH3:34])[CH3:33])=[O:38])=[O:71])=[CH:24][N:20]2[C:21]=1[C:16]([NH:15][C:11]1[CH:10]=[C:9]3[C:14](=[CH:13][CH:12]=1)[N:6]([CH2:5][C:4]1[CH:29]=[CH:30][CH:31]=[C:2]([F:1])[CH:3]=1)[N:7]=[CH:8]3)=[N:17][CH:18]=[N:19]2)[CH3:25]. The yield is 0.820.